Predict the reaction yield, written as a fraction of the theoretical maximum amount of product (1.0 means a 100% yield; for example, 0.34 means a 34% yield). From a dataset of Reaction yield outcomes from USPTO patents with 853,638 reactions. (1) The reactants are [OH:1][C:2]1[CH:3]=[C:4]([CH:7]=[CH:8][CH:9]=1)[CH:5]=[O:6].C(=O)([O-])[O-].[K+].[K+].Cl.[N:17]1[CH:22]=[CH:21][CH:20]=[CH:19][C:18]=1[CH2:23]Cl. The catalyst is CN(C)C=O. The product is [N:17]1[CH:22]=[CH:21][CH:20]=[CH:19][C:18]=1[CH2:23][O:1][C:2]1[CH:3]=[C:4]([CH:7]=[CH:8][CH:9]=1)[CH:5]=[O:6]. The yield is 0.570. (2) The reactants are [OH:1][CH2:2][C@H:3]1[CH2:7][CH2:6][C@:5]([NH:9][C:10](=[O:16])[O:11][C:12]([CH3:15])([CH3:14])[CH3:13])([CH3:8])[C:4]1([CH3:18])[CH3:17].C(N(CC)CC)C.[CH3:26][S:27](Cl)(=[O:29])=[O:28]. The catalyst is ClCCl.O. The product is [C:12]([O:11][C:10]([NH:9][C@:5]1([CH3:8])[CH2:6][CH2:7][C@H:3]([CH2:2][O:1][S:27]([CH3:26])(=[O:29])=[O:28])[C:4]1([CH3:18])[CH3:17])=[O:16])([CH3:15])([CH3:14])[CH3:13]. The yield is 0.760.